Dataset: Forward reaction prediction with 1.9M reactions from USPTO patents (1976-2016). Task: Predict the product of the given reaction. (1) Given the reactants [OH:1][C:2]1[CH:16]=[C:15]([CH3:17])[CH:14]=[CH:13][C:3]=1[O:4][C:5]1[CH:12]=[CH:11][C:8]([CH:9]=O)=[CH:7][CH:6]=1.[NH2:18][C@H:19]([C:23]([OH:25])=[O:24])[CH2:20][CH2:21][SH:22], predict the reaction product. The product is: [OH:1][C:2]1[CH:16]=[C:15]([CH3:17])[CH:14]=[CH:13][C:3]=1[O:4][C:5]1[CH:12]=[CH:11][C:8]([CH:9]2[NH:18][CH:19]([C:23]([OH:25])=[O:24])[CH2:20][CH2:21][S:22]2)=[CH:7][CH:6]=1. (2) The product is: [Cl:1][C:2]1[CH:3]=[C:4]([N:13]2[C:18](=[O:19])[C:17]3[NH:20][CH:21]=[CH:22][C:16]=3[N:15]=[C:14]2[S:23][CH2:25][CH2:26][O:27][CH2:28][CH2:29][O:30][CH2:31][CH3:32])[CH:5]=[CH:6][C:7]=1[O:8][CH2:9][CH:10]1[CH2:11][CH2:12]1. Given the reactants [Cl:1][C:2]1[CH:3]=[C:4]([N:13]2[C:18](=[O:19])[C:17]3[NH:20][CH:21]=[CH:22][C:16]=3[NH:15][C:14]2=[S:23])[CH:5]=[CH:6][C:7]=1[O:8][CH2:9][CH:10]1[CH2:12][CH2:11]1.Br[CH2:25][CH2:26][O:27][CH2:28][CH2:29][O:30][CH2:31][CH3:32].[I-].[Na+].C(=O)([O-])O.[Na+], predict the reaction product. (3) Given the reactants [CH3:1][N:2]([CH2:13][C:14]1[N:15]=[C:16]2[CH:21]=[CH:20][CH:19]=[CH:18][N:17]2[C:22]=1[C:23]([O:25]CC)=[O:24])[CH:3]1[C:12]2[N:11]=[CH:10][CH:9]=[CH:8][C:7]=2[CH2:6][CH2:5][CH2:4]1.[OH-].[Na+], predict the reaction product. The product is: [CH3:1][N:2]([CH2:13][C:14]1[N:15]=[C:16]2[CH:21]=[CH:20][CH:19]=[CH:18][N:17]2[C:22]=1[C:23]([OH:25])=[O:24])[CH:3]1[C:12]2[N:11]=[CH:10][CH:9]=[CH:8][C:7]=2[CH2:6][CH2:5][CH2:4]1. (4) The product is: [NH2:22][C:4]1[CH:3]=[C:2]([Cl:1])[CH:21]=[CH:20][C:5]=1[O:6][C:7]1[CH:19]=[CH:18][C:10]([C:11]([N:13]([CH2:16][CH3:17])[CH2:14][CH3:15])=[O:12])=[CH:9][CH:8]=1. Given the reactants [Cl:1][C:2]1[CH:21]=[CH:20][C:5]([O:6][C:7]2[CH:19]=[CH:18][C:10]([C:11]([N:13]([CH2:16][CH3:17])[CH2:14][CH3:15])=[O:12])=[CH:9][CH:8]=2)=[C:4]([N+:22]([O-])=O)[CH:3]=1.Cl[Sn]Cl, predict the reaction product. (5) The product is: [CH3:9][O:10][C:11]1[CH:18]=[CH:17][C:14]([CH2:15][O:5][CH2:4]/[CH:3]=[CH:2]/[CH2:1][OH:6])=[CH:13][CH:12]=1. Given the reactants [CH2:1]([OH:6])/[CH:2]=[CH:3]/[CH2:4][OH:5].[H-].[Na+].[CH3:9][O:10][C:11]1[CH:18]=[CH:17][C:14]([CH2:15]Cl)=[CH:13][CH:12]=1.[Na+].[Cl-], predict the reaction product. (6) Given the reactants [C:1]1([N:7]2[C:11]([SH:12])=[N:10][N:9]=[N:8]2)[CH:6]=[CH:5][CH:4]=[CH:3][CH:2]=1.Br[CH2:14][CH2:15][CH2:16][CH2:17][CH2:18][CH2:19][CH2:20][CH2:21][CH2:22][CH2:23][CH2:24][CH2:25][OH:26].C(=O)([O-])[O-].[K+].[K+], predict the reaction product. The product is: [C:1]1([N:7]2[C:11]([S:12][CH2:14][CH2:15][CH2:16][CH2:17][CH2:18][CH2:19][CH2:20][CH2:21][CH2:22][CH2:23][CH2:24][CH2:25][OH:26])=[N:10][N:9]=[N:8]2)[CH:2]=[CH:3][CH:4]=[CH:5][CH:6]=1. (7) Given the reactants [CH3:1]C1(C)CCCC(C)(C)N1.[CH3:11][O:12][C:13]1[CH:21]=[CH:20][C:19]([C:22]([F:25])([F:24])[F:23])=[CH:18][C:14]=1[C:15]([OH:17])=[O:16].CI, predict the reaction product. The product is: [CH3:11][O:12][C:13]1[C:14]([C:15]([OH:17])=[O:16])=[C:18]([CH3:1])[C:19]([C:22]([F:23])([F:24])[F:25])=[CH:20][CH:21]=1. (8) Given the reactants [C:1]([O:8][CH3:9])(=[O:7])[CH2:2][C:3]([O:5][CH3:6])=[O:4].[H-].[Na+].[H][H].Cl[C:15]1[C:20]([C:21]2[C:26]([F:27])=[CH:25][C:24]([F:28])=[CH:23][C:22]=2[F:29])=[C:19]([CH3:30])[N:18]2[N:31]=[CH:32][N:33]=[C:17]2[N:16]=1, predict the reaction product. The product is: [CH3:30][C:19]1[N:18]2[N:31]=[CH:32][N:33]=[C:17]2[N:16]=[C:15]([CH:2]([C:1]([O:8][CH3:9])=[O:7])[C:3]([O:5][CH3:6])=[O:4])[C:20]=1[C:21]1[C:22]([F:29])=[CH:23][C:24]([F:28])=[CH:25][C:26]=1[F:27]. (9) Given the reactants [CH:1]1([N:6]2[CH2:12][C:11]([F:14])([F:13])[C:10](=[O:15])[N:9]([CH3:16])[C:8]3[CH:17]=[N:18][C:19]([NH:21][C:22]4[CH:30]=[CH:29][C:25]([C:26]([OH:28])=O)=[CH:24][C:23]=4[O:31][CH3:32])=[N:20][C:7]2=3)[CH2:5][CH2:4][CH2:3][CH2:2]1.C(N(C(C)C)C(C)C)C.[NH2:42][CH2:43][CH2:44][CH2:45][OH:46], predict the reaction product. The product is: [CH:1]1([N:6]2[CH2:12][C:11]([F:13])([F:14])[C:10](=[O:15])[N:9]([CH3:16])[C:8]3[CH:17]=[N:18][C:19]([NH:21][C:22]4[CH:30]=[CH:29][C:25]([C:26]([NH:42][CH2:43][CH2:44][CH2:45][OH:46])=[O:28])=[CH:24][C:23]=4[O:31][CH3:32])=[N:20][C:7]2=3)[CH2:2][CH2:3][CH2:4][CH2:5]1. (10) Given the reactants [F-].[Cs+].[OH-].[Na+].F[C:6]1[CH:11]=[CH:10][C:9]([N+:12]([O-:14])=[O:13])=[CH:8][CH:7]=1.C[Si](C)(C)[N:17]1[CH2:21][CH2:20][CH2:19][CH2:18]1, predict the reaction product. The product is: [N+:12]([C:9]1[CH:10]=[CH:11][C:6]([N:17]2[CH2:21][CH2:20][CH2:19][CH2:18]2)=[CH:7][CH:8]=1)([O-:14])=[O:13].